Dataset: Catalyst prediction with 721,799 reactions and 888 catalyst types from USPTO. Task: Predict which catalyst facilitates the given reaction. Reactant: [F:1][C:2]1[CH:7]=[CH:6][C:5]([N:8]2[C:12](=[O:13])[C:11]([C:14]([O:16][CH2:17][CH3:18])=[O:15])=[C:10]([CH3:19])[N:9]2[CH3:20])=[CH:4][CH:3]=1.N(C(C)(C)C#N)=NC(C)(C)C#N.[Br:33]N1C(=O)CCC1=O.CCOC(C)=O. Product: [Br:33][CH2:19][C:10]1[N:9]([CH3:20])[N:8]([C:5]2[CH:4]=[CH:3][C:2]([F:1])=[CH:7][CH:6]=2)[C:12](=[O:13])[C:11]=1[C:14]([O:16][CH2:17][CH3:18])=[O:15]. The catalyst class is: 2.